From a dataset of CYP2C19 inhibition data for predicting drug metabolism from PubChem BioAssay. Regression/Classification. Given a drug SMILES string, predict its absorption, distribution, metabolism, or excretion properties. Task type varies by dataset: regression for continuous measurements (e.g., permeability, clearance, half-life) or binary classification for categorical outcomes (e.g., BBB penetration, CYP inhibition). Dataset: cyp2c19_veith. The drug is CC1CCN(C(=O)C(NS(=O)(=O)c2cccc3nsnc23)c2ccccc2)CC1. The result is 1 (inhibitor).